Dataset: Reaction yield outcomes from USPTO patents with 853,638 reactions. Task: Predict the reaction yield, written as a fraction of the theoretical maximum amount of product (1.0 means a 100% yield; for example, 0.34 means a 34% yield). The reactants are [Cl:1][C:2]1[CH:3]=[CH:4][C:5]2[NH:11][C:10](=[O:12])[CH2:9][C:8](=[CH:13]N(C)C)[C:7](=O)[C:6]=2[CH:18]=1.[NH:19]1[C:27]2[C:22](=[CH:23][CH:24]=[CH:25][CH:26]=2)[C:21]([CH2:28][C:29]([NH2:31])=[NH:30])=[CH:20]1. No catalyst specified. The product is [Cl:1][C:2]1[CH:3]=[CH:4][C:5]2[NH:11][C:10](=[O:12])[CH2:9][C:8]3[CH:13]=[N:30][C:29]([CH2:28][C:21]4[C:22]5[C:27](=[CH:26][CH:25]=[CH:24][CH:23]=5)[NH:19][CH:20]=4)=[N:31][C:7]=3[C:6]=2[CH:18]=1. The yield is 0.460.